From a dataset of Catalyst prediction with 721,799 reactions and 888 catalyst types from USPTO. Predict which catalyst facilitates the given reaction. (1) Product: [CH3:44][N:42]([CH3:43])[CH2:41][CH2:40][O:39][C:36]1[CH:35]=[CH:34][C:33]([N:32]2[CH:31]=[CH:30][N:26]([C:23]3[CH:22]=[CH:21][C:20]([O:19][C:14]4[CH:15]=[CH:16][CH:17]=[CH:18][C:13]=4[CH3:27])=[CH:25][CH:24]=3)[C:1]2=[O:2])=[CH:38][CH:37]=1. The catalyst class is: 42. Reactant: [C:1](N1C=CN=C1)(N1C=CN=C1)=[O:2].[C:13]1([CH3:27])[CH:18]=[CH:17][CH:16]=[CH:15][C:14]=1[O:19][C:20]1[CH:25]=[CH:24][C:23]([NH2:26])=[CH:22][CH:21]=1.CO[CH:30](OC)[CH2:31][NH:32][C:33]1[CH:38]=[CH:37][C:36]([O:39][CH2:40][CH2:41][N:42]([CH3:44])[CH3:43])=[CH:35][CH:34]=1.FC(F)(F)C(O)=O. (2) Reactant: [NH:1]([C:3]1[CH:11]=[CH:10][C:6]([C:7]([OH:9])=[O:8])=[CH:5][N:4]=1)[NH2:2].[CH3:12][C:13]([O:16][C:17](O[C:17]([O:16][C:13]([CH3:15])([CH3:14])[CH3:12])=[O:18])=[O:18])([CH3:15])[CH3:14].O.Cl. Product: [C:13]([O:16][C:17]([NH:2][NH:1][C:3]1[CH:11]=[CH:10][C:6]([C:7]([OH:9])=[O:8])=[CH:5][N:4]=1)=[O:18])([CH3:15])([CH3:14])[CH3:12]. The catalyst class is: 3. (3) The catalyst class is: 40. Product: [CH2:1]([O:8][C:9]1[CH:14]=[CH:13][C:12]([N:15]([CH2:60][CH2:61][CH2:62][CH3:63])[C:16]([C:18]2[CH:22]=[C:21]([C:23]3[CH:24]=[C:25]4[C:30](=[CH:31][C:32]=3[C:33]([N:35]3[C@H:44]([CH2:45][N:46]5[CH2:47][CH2:48][O:49][CH2:50][CH2:51]5)[CH2:43][C:42]5[C:37](=[CH:38][CH:39]=[CH:40][CH:41]=5)[CH2:36]3)=[O:34])[CH2:29][NH:28][CH2:27][CH2:26]4)[N:20]([CH3:58])[C:19]=2[CH3:59])=[O:17])=[CH:11][CH:10]=1)[C:2]1[CH:3]=[CH:4][CH:5]=[CH:6][CH:7]=1. Reactant: [CH2:1]([O:8][C:9]1[CH:14]=[CH:13][C:12]([N:15]([CH2:60][CH2:61][CH2:62][CH3:63])[C:16]([C:18]2[CH:22]=[C:21]([C:23]3[CH:24]=[C:25]4[C:30](=[CH:31][C:32]=3[C:33]([N:35]3[C@H:44]([CH2:45][N:46]5[CH2:51][CH2:50][O:49][CH2:48][CH2:47]5)[CH2:43][C:42]5[C:37](=[CH:38][CH:39]=[CH:40][CH:41]=5)[CH2:36]3)=[O:34])[CH2:29][N:28](C(=O)C(F)(F)F)[CH2:27][CH2:26]4)[N:20]([CH3:58])[C:19]=2[CH3:59])=[O:17])=[CH:11][CH:10]=1)[C:2]1[CH:7]=[CH:6][CH:5]=[CH:4][CH:3]=1.C(=O)([O-])[O-].[K+].[K+].